From a dataset of Peptide-MHC class I binding affinity with 185,985 pairs from IEDB/IMGT. Regression. Given a peptide amino acid sequence and an MHC pseudo amino acid sequence, predict their binding affinity value. This is MHC class I binding data. (1) The binding affinity (normalized) is 0.0847. The peptide sequence is ALYWALMES. The MHC is HLA-B07:02 with pseudo-sequence HLA-B07:02. (2) The peptide sequence is FYLCFLAFL. The MHC is HLA-A23:01 with pseudo-sequence HLA-A23:01. The binding affinity (normalized) is 0.871. (3) The peptide sequence is QIQAGNFHW. The MHC is HLA-A69:01 with pseudo-sequence HLA-A69:01. The binding affinity (normalized) is 0.0847. (4) The MHC is HLA-A31:01 with pseudo-sequence HLA-A31:01. The binding affinity (normalized) is 0.0847. The peptide sequence is GRLQSLQTY.